This data is from Forward reaction prediction with 1.9M reactions from USPTO patents (1976-2016). The task is: Predict the product of the given reaction. (1) Given the reactants [H-].[Na+].[C:3]([CH2:5]P(=O)(OCC)OCC)#[N:4].[Br:14]Br.[C:16]([O:20][C:21]([N:23]1[CH2:28][CH2:27][C:26](=O)[CH2:25][CH2:24]1)=[O:22])([CH3:19])([CH3:18])[CH3:17], predict the reaction product. The product is: [C:16]([O:20][C:21]([N:23]1[CH2:28][CH2:27][C:26](=[C:5]([Br:14])[C:3]#[N:4])[CH2:25][CH2:24]1)=[O:22])([CH3:19])([CH3:18])[CH3:17]. (2) Given the reactants Br[C:2]1[CH:11]=[CH:10][CH:9]=[C:8]2[C:3]=1[CH:4]=[CH:5][N:6]=[CH:7]2.C(=O)([O-])[O-].[Na+].[Na+].[S:18]1[CH:22]=[CH:21][C:20](B(O)O)=[CH:19]1, predict the reaction product. The product is: [S:18]1[CH:22]=[CH:21][C:20]([C:2]2[CH:11]=[CH:10][CH:9]=[C:8]3[C:3]=2[CH:4]=[CH:5][N:6]=[CH:7]3)=[CH:19]1. (3) Given the reactants [C:1]([C:5]1[CH:10]=[C:9]([CH3:11])[CH:8]=[C:7]([C:12]([CH3:15])([CH3:14])[CH3:13])[C:6]=1[OH:16])([CH3:4])([CH3:3])[CH3:2].BrBr.C([OH:23])(C)(C)C, predict the reaction product. The product is: [C:12]([C:7]1[CH:8]=[C:9]([CH:10]=[C:5]([C:1]([CH3:4])([CH3:3])[CH3:2])[C:6]=1[OH:16])[CH:11]=[O:23])([CH3:15])([CH3:14])[CH3:13]. (4) Given the reactants [NH:1]1[CH2:6][CH2:5][CH:4]([N:7]2[CH:11]=[C:10]([NH:12][C:13](=[O:30])[CH:14]([NH:18][C:19](=[O:29])[CH2:20][C:21]3[CH:26]=[C:25]([F:27])[CH:24]=[C:23]([F:28])[CH:22]=3)[CH2:15][CH2:16][CH3:17])[N:9]=[CH:8]2)[CH2:3][CH2:2]1.C(N(CC)CC)C.[C:38](Cl)(=[O:40])[CH3:39], predict the reaction product. The product is: [C:38]([N:1]1[CH2:6][CH2:5][CH:4]([N:7]2[CH:11]=[C:10]([NH:12][C:13](=[O:30])[CH:14]([NH:18][C:19](=[O:29])[CH2:20][C:21]3[CH:26]=[C:25]([F:27])[CH:24]=[C:23]([F:28])[CH:22]=3)[CH2:15][CH2:16][CH3:17])[N:9]=[CH:8]2)[CH2:3][CH2:2]1)(=[O:40])[CH3:39]. (5) Given the reactants [Cl:1][C:2]1[C:10]([F:11])=[CH:9][CH:8]=[C:7]2[C:3]=1[CH2:4][CH2:5][NH:6]2.[O:12]=[CH:13][C@@H:14]([C@H:16]([C@@H:18]([C@@H:20]([CH2:22][OH:23])[OH:21])[OH:19])[OH:17])O.O, predict the reaction product. The product is: [Cl:1][C:2]1[C:10]([F:11])=[CH:9][CH:8]=[C:7]2[C:3]=1[CH2:4][CH2:5][N:6]2[C@@H:22]1[O:23][C@H:14]([CH2:13][OH:12])[C@@H:16]([OH:17])[C@H:18]([OH:19])[C@H:20]1[OH:21]. (6) Given the reactants [Cl:1][C:2]1[N:3]=[C:4](Cl)[C:5]2[CH:10]([CH3:11])[CH2:9][N:8]([C:12]([O:14][C:15]([CH3:18])([CH3:17])[CH3:16])=[O:13])[C:6]=2[N:7]=1.[CH3:20][Mg]Br, predict the reaction product. The product is: [Cl:1][C:2]1[N:3]=[C:4]([CH3:20])[C:5]2[CH:10]([CH3:11])[CH2:9][N:8]([C:12]([O:14][C:15]([CH3:18])([CH3:17])[CH3:16])=[O:13])[C:6]=2[N:7]=1. (7) The product is: [F:29][CH:28]([F:30])[CH2:27][O:1][C@H:2]1[CH2:6][N:5]([C:7]([O:9][CH2:10][C:11]2[CH:12]=[CH:13][CH:14]=[CH:15][CH:16]=2)=[O:8])[CH:4]([C:17]([O:19][CH3:20])=[O:18])[CH2:3]1. Given the reactants [OH:1][C@H:2]1[CH2:6][N:5]([C:7]([O:9][CH2:10][C:11]2[CH:16]=[CH:15][CH:14]=[CH:13][CH:12]=2)=[O:8])[CH:4]([C:17]([O:19][CH3:20])=[O:18])[CH2:3]1.FC(F)(F)S(O[CH2:27][CH:28]([F:30])[F:29])(=O)=O.[H-].[Na+], predict the reaction product. (8) The product is: [CH3:19][O:18][C:5]1[CH:4]=[CH:3][C:2]([O:21][CH3:20])=[CH:7][C:6]=1[CH:8]([OH:17])[C:9]#[C:10][C:11]1[CH:16]=[CH:15][CH:14]=[CH:13][CH:12]=1. Given the reactants F[C:2]1[CH:3]=[CH:4][C:5]([O:18][CH3:19])=[C:6]([CH:8]([OH:17])[C:9]#[C:10][C:11]2[CH:16]=[CH:15][CH:14]=[CH:13][CH:12]=2)[CH:7]=1.[CH3:20][O:21]C1C=CC(OC)=CC=1C=O, predict the reaction product.